Dataset: TCR-epitope binding with 47,182 pairs between 192 epitopes and 23,139 TCRs. Task: Binary Classification. Given a T-cell receptor sequence (or CDR3 region) and an epitope sequence, predict whether binding occurs between them. (1) The epitope is GTSGSPIINR. The TCR CDR3 sequence is CASSLPAEETQYF. Result: 0 (the TCR does not bind to the epitope). (2) The epitope is LLDFVRFMGV. The TCR CDR3 sequence is CATSGITGELFF. Result: 0 (the TCR does not bind to the epitope). (3) The epitope is KLNVGDYFV. The TCR CDR3 sequence is CASSLYGRRETQYF. Result: 0 (the TCR does not bind to the epitope). (4) The epitope is SSNVANYQK. The TCR CDR3 sequence is CASRPDRGNTQYF. Result: 0 (the TCR does not bind to the epitope). (5) The epitope is YVFCTVNAL. The TCR CDR3 sequence is CASSLVVGGAAEQFF. Result: 0 (the TCR does not bind to the epitope). (6) The epitope is VVYRGTTTY. The TCR CDR3 sequence is CASSGDRSPGANVLTF. Result: 1 (the TCR binds to the epitope).